From a dataset of Forward reaction prediction with 1.9M reactions from USPTO patents (1976-2016). Predict the product of the given reaction. (1) Given the reactants [C:1]1([NH2:12])C(F)=C(F)C(F)=C(N)C=1F.Cl.Cl.[NH2:15][C:16]1[N:24]=[CH:23][N:22]=[C:21]2[C:17]=1[N:18]=[CH:19][N:20]2[C@H:25]1[C@@H:29]2[O:30][C:31]([CH3:34])([CH3:33])[O:32][C@@H:28]2[C@@H:27]([CH2:35][S:36][CH2:37][CH2:38][CH:39]([NH:44][C:45]([O:47][C:48]([CH3:51])([CH3:50])[CH3:49])=[O:46])[C:40]([O:42][CH3:43])=[O:41])[O:26]1.[N:52]1C=CC=C[CH:53]=1, predict the reaction product. The product is: [N:52]1[N:12]=[CH:1][N:15]([C:16]2[N:24]=[CH:23][N:22]=[C:21]3[C:17]=2[N:18]=[CH:19][N:20]3[C@H:25]2[C@@H:29]3[O:30][C:31]([CH3:34])([CH3:33])[O:32][C@@H:28]3[C@@H:27]([CH2:35][S:36][CH2:37][CH2:38][CH:39]([NH:44][C:45]([O:47][C:48]([CH3:51])([CH3:50])[CH3:49])=[O:46])[C:40]([O:42][CH3:43])=[O:41])[O:26]2)[CH:53]=1. (2) Given the reactants [CH3:1][C:2]1([C:7]2[O:11][C:10]([CH2:12][N:13]3[CH:17]=[C:16]([NH2:18])[CH:15]=[N:14]3)=[CH:9][CH:8]=2)[O:6]CCO1.[F:19][C:20]1[CH:25]=[CH:24][C:23]([C:26]2[S:30][CH:29]=[N:28][C:27]=2[C:31](O)=[O:32])=[CH:22][CH:21]=1, predict the reaction product. The product is: [C:2]([C:7]1[O:11][C:10]([CH2:12][N:13]2[CH:17]=[C:16]([NH:18][C:31]([C:27]3[N:28]=[CH:29][S:30][C:26]=3[C:23]3[CH:24]=[CH:25][C:20]([F:19])=[CH:21][CH:22]=3)=[O:32])[CH:15]=[N:14]2)=[CH:9][CH:8]=1)(=[O:6])[CH3:1]. (3) Given the reactants [NH2:1][C:2]1[C:6]([C:7]([O:9][CH2:10][CH3:11])=[O:8])=[CH:5][N:4]([C:12]2[CH:17]=[CH:16][CH:15]=[CH:14][CH:13]=2)[N:3]=1.[C:18]1(B(O)O)[CH:23]=[CH:22][CH:21]=[CH:20][CH:19]=1.N1C=CC=CC=1, predict the reaction product. The product is: [C:12]1([N:4]2[CH:5]=[C:6]([C:7]([O:9][CH2:10][CH3:11])=[O:8])[C:2]([NH:1][C:18]3[CH:23]=[CH:22][CH:21]=[CH:20][CH:19]=3)=[N:3]2)[CH:17]=[CH:16][CH:15]=[CH:14][CH:13]=1. (4) Given the reactants B(F)(F)F.O(CC)CC.[CH:10]1([CH:16]([OH:18])[CH3:17])[CH2:15][CH2:14][CH2:13][CH2:12][CH2:11]1.[CH3:19][C:20]1([O:23][CH2:22]1)[CH3:21], predict the reaction product. The product is: [CH:10]1([CH:16]([O:18][C:20]([CH3:21])([CH3:19])[CH2:22][OH:23])[CH3:17])[CH2:15][CH2:14][CH2:13][CH2:12][CH2:11]1. (5) Given the reactants [CH3:1][S:2]([C:5]1[CH:10]=[CH:9][CH:8]=[CH:7][C:6]=1[OH:11])(=[O:4])=[O:3].[C:12]([O:16][C:17]([N:19]1[CH2:24][CH2:23][C@@H:22]([C:25]2[CH:30]=[CH:29][CH:28]=[CH:27][CH:26]=2)[C@H:21]([CH2:31]OS(C)(=O)=O)[CH2:20]1)=[O:18])([CH3:15])([CH3:14])[CH3:13], predict the reaction product. The product is: [C:12]([O:16][C:17]([N:19]1[CH2:24][CH2:23][C@@H:22]([C:25]2[CH:30]=[CH:29][CH:28]=[CH:27][CH:26]=2)[C@H:21]([CH2:31][O:11][C:6]2[CH:7]=[CH:8][CH:9]=[CH:10][C:5]=2[S:2]([CH3:1])(=[O:3])=[O:4])[CH2:20]1)=[O:18])([CH3:15])([CH3:13])[CH3:14]. (6) Given the reactants [H-].[Na+].[NH:3]1[C:11]2[C:6](=[CH:7][CH:8]=[CH:9][CH:10]=2)[C:5]([C:12]([OH:14])=[O:13])=[N:4]1.[C:15]1([CH3:27])[CH:20]=[C:19]([CH3:21])[CH:18]=[C:17]([CH3:22])[C:16]=1[S:23](Cl)(=[O:25])=[O:24], predict the reaction product. The product is: [CH3:27][C:15]1[CH:20]=[C:19]([CH3:21])[CH:18]=[C:17]([CH3:22])[C:16]=1[S:23]([N:3]1[C:11]2[C:6](=[CH:7][CH:8]=[CH:9][CH:10]=2)[C:5]([C:12]([OH:14])=[O:13])=[N:4]1)(=[O:24])=[O:25]. (7) Given the reactants Br[C:2]1[CH:3]=[C:4]([NH:10][C:11]2[CH:16]=[CH:15][N:14]=[C:13]([CH:17]3[CH2:19][CH2:18]3)[N:12]=2)[C:5](=[O:9])[N:6]([CH3:8])[CH:7]=1.[B:20]1([B:20]2[O:24][C:23]([CH3:26])([CH3:25])[C:22]([CH3:28])([CH3:27])[O:21]2)[O:24][C:23]([CH3:26])([CH3:25])[C:22]([CH3:28])([CH3:27])[O:21]1.CC(C1C=C(C(C)C)C(C2C=CC=CC=2P(C2CCCCC2)C2CCCCC2)=C(C(C)C)C=1)C.C([O-])(=O)C.[K+], predict the reaction product. The product is: [CH:17]1([C:13]2[N:12]=[C:11]([NH:10][C:4]3[C:5](=[O:9])[N:6]([CH3:8])[CH:7]=[C:2]([B:20]4[O:24][C:23]([CH3:26])([CH3:25])[C:22]([CH3:28])([CH3:27])[O:21]4)[CH:3]=3)[CH:16]=[CH:15][N:14]=2)[CH2:19][CH2:18]1. (8) Given the reactants [CH3:1][O:2][C:3]1[CH:18]=[CH:17][C:6]([C:7]([C:9]2[CH:14]=[CH:13][C:12]([O:15][CH3:16])=[CH:11][CH:10]=2)=[O:8])=[CH:5][CH:4]=1.C(Cl)(=O)C(Cl)=O.O[C:26]1[C:35]([OH:36])=[CH:34][C:33]([S:37]([C:40]2[CH:45]=[CH:44][C:43]([CH3:46])=[CH:42][CH:41]=2)(=[O:39])=[O:38])=[CH:32][C:27]=1[C:28]([O:30][CH3:31])=[O:29], predict the reaction product. The product is: [CH3:16][O:15][C:12]1[CH:13]=[CH:14][C:9]([C:7]2([C:6]3[CH:5]=[CH:4][C:3]([O:2][CH3:1])=[CH:18][CH:17]=3)[O:36][C:35]3[CH:34]=[C:33]([S:37]([C:40]4[CH:45]=[CH:44][C:43]([CH3:46])=[CH:42][CH:41]=4)(=[O:39])=[O:38])[CH:32]=[C:27]([C:28]([O:30][CH3:31])=[O:29])[C:26]=3[O:8]2)=[CH:10][CH:11]=1.